Dataset: Cav3 T-type calcium channel HTS with 100,875 compounds. Task: Binary Classification. Given a drug SMILES string, predict its activity (active/inactive) in a high-throughput screening assay against a specified biological target. (1) The compound is Clc1c(S(=O)(=O)CC)ccc(c1Cl)c1nc(sc1)c1ccccc1. The result is 0 (inactive). (2) The compound is Clc1cc(N2NC(=O)C(/C2=O)=C\c2cc(OC(=O)c3sccc3)ccc2)ccc1Cl. The result is 0 (inactive). (3) The drug is S1C(N(CC23CC4(O)CC(C3)CC(C2)C4)C(=O)C1)c1ccccc1. The result is 0 (inactive). (4) The drug is S1\C(C(=O)N(CC(=O)Nc2sc(nn2)C)C1=S)=C\c1cc(OC)ccc1. The result is 0 (inactive).